This data is from Forward reaction prediction with 1.9M reactions from USPTO patents (1976-2016). The task is: Predict the product of the given reaction. (1) Given the reactants [I:1][C:2]1[C:3]([NH:16][S:17]([CH3:20])(=[O:19])=[O:18])=[CH:4][C:5]([O:14][CH3:15])=[C:6]([NH:8]C(=O)OCC)[CH:7]=1.Cl, predict the reaction product. The product is: [I:1][C:2]1[C:3]([NH:16][S:17]([CH3:20])(=[O:19])=[O:18])=[CH:4][C:5]([O:14][CH3:15])=[C:6]([CH:7]=1)[NH2:8]. (2) Given the reactants Cl[C:2]1[CH:3]=[C:4]([NH2:20])[CH:5]=[C:6]([Cl:19])[C:7]=1[S:8][C:9]1[CH:18]=[CH:17][C:16]2[C:11](=[CH:12][CH:13]=[CH:14][CH:15]=2)[CH:10]=1.N1C=CC=CC=1.[Cl:27][C:28]1[N:33]=[CH:32][C:31]([S:34](Cl)(=[O:36])=[O:35])=[CH:30][CH:29]=1.Cl, predict the reaction product. The product is: [Cl:19][C:6]1[CH:5]=[C:4]([NH:20][S:34]([C:31]2[CH:32]=[N:33][C:28]([Cl:27])=[CH:29][CH:30]=2)(=[O:36])=[O:35])[CH:3]=[CH:2][C:7]=1[S:8][C:9]1[CH:18]=[CH:17][C:16]2[C:11](=[CH:12][CH:13]=[CH:14][CH:15]=2)[CH:10]=1.